Regression. Given a peptide amino acid sequence and an MHC pseudo amino acid sequence, predict their binding affinity value. This is MHC class I binding data. From a dataset of Peptide-MHC class I binding affinity with 185,985 pairs from IEDB/IMGT. (1) The peptide sequence is VGVLNWAAQ. The MHC is Mamu-B3901 with pseudo-sequence Mamu-B3901. The binding affinity (normalized) is 0.0728. (2) The peptide sequence is TVDFTDCRTI. The MHC is HLA-A02:02 with pseudo-sequence HLA-A02:02. The binding affinity (normalized) is 0.0417. (3) The peptide sequence is FQIDKKDKL. The MHC is H-2-Kb with pseudo-sequence H-2-Kb. The binding affinity (normalized) is 0.000603. (4) The peptide sequence is STFAASGPF. The MHC is HLA-B46:01 with pseudo-sequence HLA-B46:01. The binding affinity (normalized) is 0.193. (5) The peptide sequence is HNTSDLYGLI. The MHC is H-2-Kb with pseudo-sequence H-2-Kb. The binding affinity (normalized) is 0.162. (6) The binding affinity (normalized) is 0.0847. The peptide sequence is RYTRRISLF. The MHC is HLA-A02:01 with pseudo-sequence HLA-A02:01. (7) The peptide sequence is STLFYVSSIF. The MHC is HLA-A23:01 with pseudo-sequence HLA-A23:01. The binding affinity (normalized) is 0.507.